This data is from Full USPTO retrosynthesis dataset with 1.9M reactions from patents (1976-2016). The task is: Predict the reactants needed to synthesize the given product. (1) Given the product [C:1]([C:5]1[N:10]=[CH:9][C:8]([C:11]2[N:12]([C:32]([N:49]3[CH2:50][CH2:51][CH:46]([N:43]4[CH2:44][CH2:45][N:40]([CH2:38][CH3:39])[CH2:41][CH2:42]4)[CH2:47][CH2:48]3)=[O:33])[C@@:13]([C:25]3[CH:26]=[CH:27][C:28]([Cl:31])=[CH:29][CH:30]=3)([CH3:24])[C@@:14]([C:17]3[CH:18]=[CH:19][C:20]([Cl:23])=[CH:21][CH:22]=3)([CH3:16])[N:15]=2)=[C:7]([O:35][CH2:36][CH3:37])[CH:6]=1)([CH3:2])([CH3:3])[CH3:4], predict the reactants needed to synthesize it. The reactants are: [C:1]([C:5]1[N:10]=[CH:9][C:8]([C:11]2[N:12]([C:32](Cl)=[O:33])[C@@:13]([C:25]3[CH:30]=[CH:29][C:28]([Cl:31])=[CH:27][CH:26]=3)([CH3:24])[C@@:14]([C:17]3[CH:22]=[CH:21][C:20]([Cl:23])=[CH:19][CH:18]=3)([CH3:16])[N:15]=2)=[C:7]([O:35][CH2:36][CH3:37])[CH:6]=1)([CH3:4])([CH3:3])[CH3:2].[CH2:38]([N:40]1[CH2:45][CH2:44][N:43]([CH:46]2[CH2:51][CH2:50][NH:49][CH2:48][CH2:47]2)[CH2:42][CH2:41]1)[CH3:39]. (2) Given the product [Cl:15][C:16]1[N:21]=[C:20]([C:2]#[C:1][C:3]2[CH:8]=[CH:7][CH:6]=[CH:5][C:4]=2[C:9]2([C:12]([NH2:14])=[O:13])[CH2:11][CH2:10]2)[C:19]([Cl:23])=[CH:18][N:17]=1, predict the reactants needed to synthesize it. The reactants are: [C:1]([C:3]1[CH:8]=[CH:7][CH:6]=[CH:5][C:4]=1[C:9]1([C:12]([NH2:14])=[O:13])[CH2:11][CH2:10]1)#[CH:2].[Cl:15][C:16]1[N:21]=[C:20](Cl)[C:19]([Cl:23])=[CH:18][N:17]=1.CCN(CC)CC. (3) Given the product [CH3:15][CH2:14][CH:12]([CH2:11][CH2:10][CH2:9][CH:7]([CH2:6][CH2:5][CH2:4][CH:2]([CH3:1])[CH3:3])[CH3:8])[CH3:13], predict the reactants needed to synthesize it. The reactants are: [CH3:1][C:2](=[CH:4][CH2:5][CH2:6]/[C:7](=[CH:9]/[CH2:10]/[CH:11]=[C:12](/[CH:14]=[CH2:15])\[CH3:13])/[CH3:8])[CH3:3]. (4) Given the product [CH3:26][N:2]([CH3:1])[CH2:3][CH2:4][CH2:5][O:6][C:7]1[CH:16]=[C:15]2[C:10]([C:11]([S:17][C:18]3[S:22][C:21]([NH:23][C:35]([NH:34][C:31]4[CH:32]=[CH:33][C:28]([F:27])=[CH:29][CH:30]=4)=[O:36])=[CH:20][CH:19]=3)=[CH:12][CH:13]=[N:14]2)=[CH:9][C:8]=1[O:24][CH3:25], predict the reactants needed to synthesize it. The reactants are: [CH3:1][N:2]([CH3:26])[CH2:3][CH2:4][CH2:5][O:6][C:7]1[CH:16]=[C:15]2[C:10]([C:11]([S:17][C:18]3[S:22][C:21]([NH2:23])=[CH:20][CH:19]=3)=[CH:12][CH:13]=[N:14]2)=[CH:9][C:8]=1[O:24][CH3:25].[F:27][C:28]1[CH:33]=[CH:32][C:31]([N:34]=[C:35]=[O:36])=[CH:30][CH:29]=1. (5) Given the product [CH:7]([C:10]1([CH2:15][CH2:16][OH:17])[O:14][CH2:13][CH2:12][O:11]1)([CH3:9])[CH3:8], predict the reactants needed to synthesize it. The reactants are: [H-].[H-].[H-].[H-].[Li+].[Al+3].[CH:7]([C:10]1([CH2:15][C:16](OC)=[O:17])[O:14][CH2:13][CH2:12][O:11]1)([CH3:9])[CH3:8]. (6) Given the product [CH:25]1([CH2:24][C@H:3]([NH:2][C:36]([C:32]2[S:31][CH:35]=[CH:34][N:33]=2)=[O:37])[C:4](=[O:5])[NH:6][C@H:7]2[CH2:13][CH2:12][CH2:11][N:10]([S:14]([C:17]3[CH:22]=[CH:21][CH:20]=[CH:19][N:18]=3)(=[O:15])=[O:16])[CH2:9][C:8]2=[O:23])[CH2:30][CH2:29][CH2:28][CH2:27][CH2:26]1, predict the reactants needed to synthesize it. The reactants are: Cl.[NH2:2][C@@H:3]([CH2:24][CH:25]1[CH2:30][CH2:29][CH2:28][CH2:27][CH2:26]1)[C:4]([NH:6][C@H:7]1[CH2:13][CH2:12][CH2:11][N:10]([S:14]([C:17]2[CH:22]=[CH:21][CH:20]=[CH:19][N:18]=2)(=[O:16])=[O:15])[CH2:9][C@@H:8]1[OH:23])=[O:5].[S:31]1[CH:35]=[CH:34][N:33]=[C:32]1[C:36](O)=[O:37].CC(OI1(OC(C)=O)(OC(C)=O)OC(=O)C2C=CC=CC1=2)=O. (7) The reactants are: [C:1]([O:5][C:6]([N:8]1[CH2:13][CH2:12][N:11]([C:14]2[NH:22][C:21]3[C:20](=[O:23])[NH:19][CH:18]=[N:17][C:16]=3[CH:15]=2)[CH2:10][CH2:9]1)=[O:7])([CH3:4])([CH3:3])[CH3:2].C(=O)([O-])[O-].[K+].[K+].Br[CH2:31][C:32]([C:34]1[CH:39]=[CH:38][CH:37]=[C:36]([O:40][CH3:41])[CH:35]=1)=[O:33]. Given the product [C:1]([O:5][C:6]([N:8]1[CH2:9][CH2:10][N:11]([C:14]2[NH:22][C:21]3[C:20](=[O:23])[N:19]([CH2:31][C:32]([C:34]4[CH:39]=[CH:38][CH:37]=[C:36]([O:40][CH3:41])[CH:35]=4)=[O:33])[CH:18]=[N:17][C:16]=3[CH:15]=2)[CH2:12][CH2:13]1)=[O:7])([CH3:4])([CH3:2])[CH3:3], predict the reactants needed to synthesize it.